Task: Predict the reactants needed to synthesize the given product.. Dataset: Full USPTO retrosynthesis dataset with 1.9M reactions from patents (1976-2016) Given the product [CH:1]1([C:7]2[CH:12]=[CH:11][C:10]([C:13]3[NH:17][CH:16]=[C:15]([CH:18]=[O:19])[CH:14]=3)=[CH:9][CH:8]=2)[CH2:2][CH2:3][CH2:4][CH2:5][CH2:6]1, predict the reactants needed to synthesize it. The reactants are: [CH:1]1([C:7]2[CH:12]=[CH:11][C:10]([C:13]3[NH:17][CH:16]=[C:15]([CH2:18][OH:19])[CH:14]=3)=[CH:9][CH:8]=2)[CH2:6][CH2:5][CH2:4][CH2:3][CH2:2]1.C[N+]1([O-])CCOCC1.